From a dataset of Retrosynthesis with 50K atom-mapped reactions and 10 reaction types from USPTO. Predict the reactants needed to synthesize the given product. (1) Given the product Cc1ccc(C(=O)c2cc(Cl)ccc2NS(=O)(=O)c2ccc(N3C[C@H](C)O[C@H](C)C3)cc2)cn1, predict the reactants needed to synthesize it. The reactants are: C[C@H]1CNC[C@@H](C)O1.Cc1ccc(C(=O)c2cc(Cl)ccc2NS(=O)(=O)c2ccc(Br)cc2)cn1. (2) Given the product CCNC(=O)NCc1cccc(-c2ccc(C(C)(C)CCCNCC(C)(C)C)cc2O)c1, predict the reactants needed to synthesize it. The reactants are: CCNC(=O)NCc1cccc(-c2ccc(C(C)(C)CCCNC(=O)C(C)(C)C)cc2O)c1. (3) The reactants are: Cc1nc(Br)ccc1F.O=S([O-])([O-])=S. Given the product Cc1c(F)ccc(Br)[n+]1[O-], predict the reactants needed to synthesize it. (4) Given the product COc1nc2ccc(C(=O)c3cnc(C)n3C)cc2c(Cl)c1CC(C)C, predict the reactants needed to synthesize it. The reactants are: COc1nc2ccc(C(O)c3cnc(C)n3C)cc2c(Cl)c1CC(C)C. (5) Given the product CO[C@@H]1CC[C@@H](N)c2ccccc21, predict the reactants needed to synthesize it. The reactants are: CO[C@@H]1CC[C@@H](NC(C)=O)c2ccccc21. (6) Given the product OCCCc1cccs1, predict the reactants needed to synthesize it. The reactants are: OCC#Cc1cccs1.